From a dataset of Forward reaction prediction with 1.9M reactions from USPTO patents (1976-2016). Predict the product of the given reaction. (1) Given the reactants C(NC(C)C)(C)C.C([Li])CCC.[NH2:13][C:14]1[CH:23]=[CH:22][C:17]([C:18]([O:20][CH3:21])=[O:19])=[CH:16][C:15]=1[I:24].Br[CH2:26][CH:27]=[C:28]([CH3:30])[CH3:29], predict the reaction product. The product is: [I:24][C:15]1[CH:16]=[C:17]([CH:22]=[CH:23][C:14]=1[NH:13][CH2:26][CH:27]=[C:28]([CH3:30])[CH3:29])[C:18]([O:20][CH3:21])=[O:19]. (2) Given the reactants [Cl:1][C:2]1[C:3]([NH:22][C:23]2[CH:33]=[CH:32][CH:31]=[CH:30][C:24]=2[C:25](OCC)=[O:26])=[N:4][C:5]([NH:8][C:9]2[CH:14]=[CH:13][CH:12]=[C:11]([N:15]3[CH2:20][CH2:19][N:18]([CH3:21])[CH2:17][CH2:16]3)[CH:10]=2)=[N:6][CH:7]=1.[NH2:34][C@@H:35]([CH3:38])[CH2:36][OH:37], predict the reaction product. The product is: [Cl:1][C:2]1[C:3]([NH:22][C:23]2[CH:33]=[CH:32][CH:31]=[CH:30][C:24]=2[C:25]([NH:34][C@@H:35]([CH3:38])[CH2:36][OH:37])=[O:26])=[N:4][C:5]([NH:8][C:9]2[CH:14]=[CH:13][CH:12]=[C:11]([N:15]3[CH2:16][CH2:17][N:18]([CH3:21])[CH2:19][CH2:20]3)[CH:10]=2)=[N:6][CH:7]=1. (3) Given the reactants [F:1][C:2]([F:15])([F:14])[O:3][C:4]1[CH:5]=[CH:6][C:7]([C:10]([O:12]C)=[O:11])=[N:8][CH:9]=1.[OH-].[K+:17].CO, predict the reaction product. The product is: [F:15][C:2]([F:1])([F:14])[O:3][C:4]1[CH:5]=[CH:6][C:7]([C:10]([O-:12])=[O:11])=[N:8][CH:9]=1.[K+:17]. (4) Given the reactants [CH2:1]([O:8][C:9]([N:11]1[CH2:15][CH2:14][CH2:13][CH:12]1[C:16](=[O:32])[NH:17][C:18]1[S:19][CH:20]=[C:21]([C:23]2[CH:28]=[CH:27][CH:26]=[CH:25][C:24]=2C(O)=O)[N:22]=1)=[O:10])[C:2]1[CH:7]=[CH:6][CH:5]=[CH:4][CH:3]=1.CN([C:36]([O:40]N1N=NC2C=CC=NC1=2)=[N+](C)C)C.F[P-](F)(F)(F)(F)F.CCN(C(C)C)C(C)C.[C:66]([O:70][C:71]([N:73]1[CH2:76][CH:75]([NH2:77])[CH2:74]1)=[O:72])([CH3:69])([CH3:68])[CH3:67], predict the reaction product. The product is: [CH2:1]([O:8][C:9]([N:11]1[CH2:15][CH2:14][CH2:13][CH:12]1[C:16](=[O:32])[NH:17][C:18]1[S:19][CH:20]=[C:21]([C:23]2[CH:24]=[CH:25][C:26]([C:36](=[O:40])[NH:77][CH:75]3[CH2:76][N:73]([C:71]([O:70][C:66]([CH3:69])([CH3:67])[CH3:68])=[O:72])[CH2:74]3)=[CH:27][CH:28]=2)[N:22]=1)=[O:10])[C:2]1[CH:7]=[CH:6][CH:5]=[CH:4][CH:3]=1. (5) Given the reactants [Br:1][C:2]1[CH:3]=[C:4]([C:8]2[C:17]3[C:12](=[N:13][CH:14]=[C:15]([C:18]4([C:23]5[CH:28]=[CH:27][C:26]([Cl:29])=[CH:25][CH:24]=5)OCC[O:19]4)[CH:16]=3)[N:11]([CH3:30])[C:10](=[O:31])[CH:9]=2)[CH:5]=[CH:6][CH:7]=1.Cl, predict the reaction product. The product is: [Br:1][C:2]1[CH:3]=[C:4]([C:8]2[C:17]3[C:12](=[N:13][CH:14]=[C:15]([C:18](=[O:19])[C:23]4[CH:28]=[CH:27][C:26]([Cl:29])=[CH:25][CH:24]=4)[CH:16]=3)[N:11]([CH3:30])[C:10](=[O:31])[CH:9]=2)[CH:5]=[CH:6][CH:7]=1. (6) Given the reactants [C:1]([O:5][C:6]([NH:8][C@H:9]1[CH2:14][CH2:13][CH2:12][N:11]([C:15]2[C:20](C(O)=O)=[CH:19][N:18]=[C:17]3[N:24]([CH2:27][C:28]4[CH:33]=[CH:32][C:31]([O:34][CH3:35])=[CH:30][CH:29]=4)[N:25]=[CH:26][C:16]=23)[CH2:10]1)=[O:7])([CH3:4])([CH3:3])[CH3:2].C1C=CC(OP([O:48][C:49]2C=CC=CC=2)(N=[N+]=[N-])=O)=CC=1.CC[N:57](C(C)C)C(C)C.[C:64]([OH:68])([CH3:67])([CH3:66])[CH3:65], predict the reaction product. The product is: [C:64]([O:68][C:49]([NH:57][C:20]1[C:15]([N:11]2[CH2:12][CH2:13][CH2:14][C@H:9]([NH:8][C:6](=[O:7])[O:5][C:1]([CH3:3])([CH3:2])[CH3:4])[CH2:10]2)=[C:16]2[CH:26]=[N:25][N:24]([CH2:27][C:28]3[CH:33]=[CH:32][C:31]([O:34][CH3:35])=[CH:30][CH:29]=3)[C:17]2=[N:18][CH:19]=1)=[O:48])([CH3:67])([CH3:66])[CH3:65]. (7) Given the reactants CN(C=O)C.[C:6]([Cl:11])(=O)[C:7](Cl)=O.[N:12]1[C:17]2[CH:18]=[CH:19][S:20][C:16]=2C(=O)N[CH:13]=1.O, predict the reaction product. The product is: [Cl:11][C:6]1[CH:7]=[CH:13][N:12]=[C:17]2[CH:18]=[CH:19][S:20][C:16]=12.